Dataset: Catalyst prediction with 721,799 reactions and 888 catalyst types from USPTO. Task: Predict which catalyst facilitates the given reaction. (1) Reactant: P(=O)(O)(O)O.O=P12OP3(OP(OP(O3)(O1)=O)(=O)O2)=O.[C:20]1([CH3:47])[CH:25]=[CH:24][C:23]([NH:26][C:27]2[CH:35]=[C:34]([C:36]([OH:38])=O)[C:33]([NH:39][C:40]3[CH:45]=[CH:44][C:43]([CH3:46])=[CH:42][CH:41]=3)=[CH:32][C:28]=2[C:29](O)=[O:30])=[CH:22][CH:21]=1. Product: [CH3:46][C:43]1[CH:42]=[CH:41][C:40]2[NH:39][C:33]3[C:34]([C:36](=[O:38])[C:45]=2[CH:44]=1)=[CH:35][C:27]1[NH:26][C:23]2[CH:22]=[CH:21][C:20]([CH3:47])=[CH:25][C:24]=2[C:29](=[O:30])[C:28]=1[CH:32]=3. The catalyst class is: 619. (2) Reactant: I[CH:2]1[CH2:5][O:4][CH2:3]1.FC(F)(F)C([O-])=O.[CH3:13][O:14][C:15]1[CH:20]=[C:19]([N+:21]([O-:23])=[O:22])[CH:18]=[CH:17][C:16]=1[C:24]1[CH2:25][CH2:26][NH2+:27][CH2:28][CH:29]=1.C(=O)([O-])[O-].[K+].[K+]. Product: [CH3:13][O:14][C:15]1[CH:20]=[C:19]([N+:21]([O-:23])=[O:22])[CH:18]=[CH:17][C:16]=1[C:24]1[CH2:29][CH2:28][N:27]([CH:2]2[CH2:5][O:4][CH2:3]2)[CH2:26][CH:25]=1. The catalyst class is: 10. (3) Reactant: [CH3:1][C:2]([CH3:8])([CH3:7])[CH2:3][C:4](Cl)=[O:5].C(N(CC)CC)C.[C:16]1([SH:22])[CH:21]=[CH:20][CH:19]=[CH:18][CH:17]=1.CCCC(C)C.C(OCC)(=O)C. Product: [CH3:1][C:2]([CH3:8])([CH3:7])[CH2:3][C:4](=[O:5])[S:22][C:16]1[CH:21]=[CH:20][CH:19]=[CH:18][CH:17]=1. The catalyst class is: 11. (4) Reactant: [CH3:1][O:2][C:3]1[C:8]2[N:9]=[C:10]([C:12]([F:15])([F:14])[F:13])[S:11][C:7]=2[CH:6]=[CH:5][CH:4]=1.[Br:16]Br.C(O)(=O)C. Product: [Br:16][C:6]1[C:7]2[S:11][C:10]([C:12]([F:15])([F:13])[F:14])=[N:9][C:8]=2[C:3]([O:2][CH3:1])=[CH:4][CH:5]=1. The catalyst class is: 15. (5) Reactant: [CH3:1][C:2]1[S:3][CH:4]=[C:5]([CH3:23])[C:6]=1[C:7]1[C:8]([C:15]2[CH:20]=CC(O)=[CH:17][C:16]=2[F:22])=[N:9][N:10]([CH3:14])[C:11]=1[C:12]#[N:13].[NH2:24][OH:25].CCO[C:29]([CH3:31])=[O:30].O. Product: [CH3:1][C:2]1[S:3][CH:4]=[C:5]([CH3:23])[C:6]=1[C:7]1[C:8]([C:15]2[CH:20]=[CH:31][C:29]([OH:30])=[CH:17][C:16]=2[F:22])=[N:9][N:10]([CH3:14])[C:11]=1[C:12](=[NH:13])[NH:24][OH:25]. The catalyst class is: 16.